Task: Predict the product of the given reaction.. Dataset: Forward reaction prediction with 1.9M reactions from USPTO patents (1976-2016) (1) Given the reactants Cl[C:2]1[N:3]=[C:4]([CH3:18])[C:5]2[CH:10]=[CH:9][N:8]([C:11]([O:13][C:14]([CH3:17])([CH3:16])[CH3:15])=[O:12])[C:6]=2[N:7]=1.[F:19][C:20]1[CH:21]=[C:22](B(O)O)[CH:23]=[CH:24][C:25]=1[O:26][CH3:27].O1CCCC1.C([O-])([O-])=O.[K+].[K+], predict the reaction product. The product is: [F:19][C:20]1[CH:21]=[C:22]([C:2]2[N:3]=[C:4]([CH3:18])[C:5]3[CH:10]=[CH:9][N:8]([C:11]([O:13][C:14]([CH3:17])([CH3:16])[CH3:15])=[O:12])[C:6]=3[N:7]=2)[CH:23]=[CH:24][C:25]=1[O:26][CH3:27]. (2) Given the reactants [Cl-].[OH:2][NH3+:3].[OH-].[Na+].[CH2:6]([O:13][CH2:14][CH2:15][CH2:16][C@H:17]([C:26]1[C:30]([I:31])=[C:29]([CH:32]=O)[O:28][N:27]=1)[CH2:18][C:19]([O:21][C:22]([CH3:25])([CH3:24])[CH3:23])=[O:20])[C:7]1[CH:12]=[CH:11][CH:10]=[CH:9][CH:8]=1.Cl, predict the reaction product. The product is: [CH2:6]([O:13][CH2:14][CH2:15][CH2:16][C@H:17]([C:26]1[C:30]([I:31])=[C:29]([CH:32]=[N:3][OH:2])[O:28][N:27]=1)[CH2:18][C:19]([O:21][C:22]([CH3:25])([CH3:24])[CH3:23])=[O:20])[C:7]1[CH:12]=[CH:11][CH:10]=[CH:9][CH:8]=1. (3) Given the reactants [CH3:1][O:2][C:3]1[CH:4]=[CH:5][C:6]2[O:11][CH2:10][CH:9]([C:12]3[CH:17]=[CH:16][CH:15]=[CH:14][CH:13]=3)[NH:8][C:7]=2[CH:18]=1.C(=O)([O-])O.[K+].Br[CH2:25][C:26]#[N:27], predict the reaction product. The product is: [CH3:1][O:2][C:3]1[CH:4]=[CH:5][C:6]2[O:11][CH2:10][CH:9]([C:12]3[CH:17]=[CH:16][CH:15]=[CH:14][CH:13]=3)[N:8]([CH2:25][C:26]#[N:27])[C:7]=2[CH:18]=1. (4) The product is: [Cl:1][C:2]1[CH:9]=[CH:8][C:5]([CH:6]([C:25]2[C:24]3[C:28](=[C:29]([CH2:31][S:32][CH3:33])[CH:30]=[C:22]([F:21])[CH:23]=3)[NH:27][CH:26]=2)[CH:16]2[C:17](=[O:18])[O:19][C:12]([CH3:20])([CH3:11])[O:13][C:14]2=[O:15])=[C:4]([CH3:10])[CH:3]=1. Given the reactants [Cl:1][C:2]1[CH:9]=[CH:8][C:5]([CH:6]=O)=[C:4]([CH3:10])[CH:3]=1.[CH3:11][C:12]1([CH3:20])[O:19][C:17](=[O:18])[CH2:16][C:14](=[O:15])[O:13]1.[F:21][C:22]1[CH:23]=[C:24]2[C:28](=[C:29]([CH2:31][S:32][CH3:33])[CH:30]=1)[NH:27][CH:26]=[CH:25]2, predict the reaction product. (5) Given the reactants [CH:1]1[C:10]2[C:5](=[CH:6][CH:7]=[CH:8][CH:9]=2)[CH:4]=[C:3]([C:11]([NH:13][C:14]2[NH:15][C:16]3[C:22]([C:23]([OH:25])=O)=[CH:21][CH:20]=[CH:19][C:17]=3[N:18]=2)=[O:12])[N:2]=1.CN(C(ON1N=NC2C=CC=CC1=2)=[N+](C)C)C.F[P-](F)(F)(F)(F)F.CCN(C(C)C)C(C)C.[NH:59]1[C:63]2[CH2:64][CH2:65][CH2:66][CH2:67][C:62]=2[N:61]=[C:60]1[NH2:68], predict the reaction product. The product is: [NH:59]1[C:63]2[CH2:64][CH2:65][CH2:66][CH2:67][C:62]=2[N:61]=[C:60]1[NH:68][C:23]([C:22]1[C:16]2[N:15]=[C:14]([NH:13][C:11]([C:3]3[N:2]=[CH:1][C:10]4[C:5]([CH:4]=3)=[CH:6][CH:7]=[CH:8][CH:9]=4)=[O:12])[NH:18][C:17]=2[CH:19]=[CH:20][CH:21]=1)=[O:25]. (6) Given the reactants [NH2:1][C:2]1[N:10]=[CH:9][CH:8]=[CH:7][C:3]=1[C:4]([OH:6])=O.O[N:12]1[C:16]2[CH:17]=[CH:18][CH:19]=[CH:20][C:15]=2N=N1.CCN=C=NCCCN(C)C.[S:32]1[CH:36]=[CH:35][CH:34]=[C:33]1[CH2:37]N.C(=O)(O)[O-].[Na+], predict the reaction product. The product is: [S:32]1[CH:36]=[CH:35][CH:34]=[C:33]1[C:37]1[CH:17]=[CH:18][CH:19]=[CH:20][C:15]=1[CH2:16][NH:12][C:4](=[O:6])[C:3]1[CH:7]=[CH:8][CH:9]=[N:10][C:2]=1[NH2:1]. (7) Given the reactants CN(C=O)C.[N+:6]([C:9]1[CH:29]=[CH:28][C:12]2[N:13]([CH2:17][C:18]3[CH:19]=[C:20]([CH:25]=[CH:26][CH:27]=3)[C:21]([O:23][CH3:24])=[O:22])[CH2:14][CH2:15][O:16][C:11]=2[CH:10]=1)([O-])=O, predict the reaction product. The product is: [NH2:6][C:9]1[CH:29]=[CH:28][C:12]2[N:13]([CH2:17][C:18]3[CH:19]=[C:20]([CH:25]=[CH:26][CH:27]=3)[C:21]([O:23][CH3:24])=[O:22])[CH2:14][CH2:15][O:16][C:11]=2[CH:10]=1.